Dataset: Full USPTO retrosynthesis dataset with 1.9M reactions from patents (1976-2016). Task: Predict the reactants needed to synthesize the given product. Given the product [C@@H:22]12[CH2:28][C@@H:25]([CH2:26][CH2:27]1)[CH2:24][N:23]2[C:12]([C:10]1[CH:9]=[CH:8][C:7]([N:15]2[CH2:18][C:17]([F:20])([F:19])[CH2:16]2)=[C:6]([O:5][CH2:4][CH:1]2[CH2:2][CH2:3]2)[N:11]=1)=[O:14], predict the reactants needed to synthesize it. The reactants are: [CH:1]1([CH2:4][O:5][C:6]2[N:11]=[C:10]([C:12]([OH:14])=O)[CH:9]=[CH:8][C:7]=2[N:15]2[CH2:18][C:17]([F:20])([F:19])[CH2:16]2)[CH2:3][CH2:2]1.Cl.[C@@H:22]12[CH2:28][C@@H:25]([CH2:26][CH2:27]1)[CH2:24][NH:23]2.CN(C(ON1N=NC2C=CC=CC1=2)=[N+](C)C)C.[B-](F)(F)(F)F.CCN(C(C)C)C(C)C.